This data is from Catalyst prediction with 721,799 reactions and 888 catalyst types from USPTO. The task is: Predict which catalyst facilitates the given reaction. (1) Reactant: [CH3:1][C@@H:2]1[N:13]([CH3:14])[C:12](=[O:15])[C@H:11]([CH2:16][C:17](O)=[O:18])[CH2:10][CH:9]=[CH:8][CH2:7][CH2:6][C:5](=[O:20])[O:4][C@@H:3]1[C:21]1[CH:26]=[CH:25][CH:24]=[CH:23][CH:22]=1.[F:27][C:28]([F:34])([F:33])[CH2:29][CH2:30][CH2:31][NH2:32].CO.C(Cl)Cl. Product: [CH3:1][C@@H:2]1[N:13]([CH3:14])[C:12](=[O:15])[C@H:11]([CH2:16][C:17]([NH:32][CH2:31][CH2:30][CH2:29][C:28]([F:34])([F:33])[F:27])=[O:18])[CH2:10][CH:9]=[CH:8][CH2:7][CH2:6][C:5](=[O:20])[O:4][C@@H:3]1[C:21]1[CH:22]=[CH:23][CH:24]=[CH:25][CH:26]=1. The catalyst class is: 3. (2) Reactant: [CH3:1][O:2][C:3]1[CH:8]=[C:7]([CH2:9]O)[CH:6]=[CH:5][N:4]=1.S(Cl)([Cl:13])=O. Product: [ClH:13].[Cl:13][CH2:9][C:7]1[CH:6]=[CH:5][N:4]=[C:3]([O:2][CH3:1])[CH:8]=1. The catalyst class is: 4.